This data is from Reaction yield outcomes from USPTO patents with 853,638 reactions. The task is: Predict the reaction yield, written as a fraction of the theoretical maximum amount of product (1.0 means a 100% yield; for example, 0.34 means a 34% yield). (1) The reactants are COC(C1C=C(O)C2C(=C(OCC3C=CC=CC=3)C=C(C#CCOCC3C=CC=CC=3)C=2)N=1)=O.[CH3:35][O:36][C:37]([C:39]1[CH:48]=[C:47]([C:49]#[C:50][CH2:51][NH:52][C:53]([O:55][C:56]([CH3:59])([CH3:58])[CH3:57])=[O:54])[C:46]2[C:41](=[C:42]([O:60]CC3C=CC=CC=3)[CH:43]=[CH:44][CH:45]=2)[N:40]=1)=[O:38]. No catalyst specified. The product is [CH3:35][O:36][C:37]([C:39]1[CH:48]=[C:47]([CH2:49][CH2:50][CH2:51][NH:52][C:53]([O:55][C:56]([CH3:58])([CH3:57])[CH3:59])=[O:54])[C:46]2[C:41](=[C:42]([OH:60])[CH:43]=[CH:44][CH:45]=2)[N:40]=1)=[O:38]. The yield is 0.900. (2) The reactants are C1([NH:7][C:8]([C:10]2[C:11](=[O:22])[N:12]([CH3:21])[C:13]3[C:18]([C:19]=2O)=[CH:17][CH:16]=[CH:15][CH:14]=3)=O)CCCCC1.P(Cl)(Cl)([Cl:25])=O. No catalyst specified. The product is [Cl:25][C:19]1[C:18]2[C:13](=[CH:14][CH:15]=[CH:16][CH:17]=2)[N:12]([CH3:21])[C:11](=[O:22])[C:10]=1[C:8]#[N:7]. The yield is 0.820. (3) The reactants are [CH3:1][C:2]([CH3:31])([CH3:30])[C:3]([N:5]1[CH2:12][C:11]2[C:10]([NH:13][C:14](=[O:22])[C:15]3[CH:20]=[CH:19][C:18]([F:21])=[CH:17][CH:16]=3)=[N:9][N:8](C(OCC)=O)[C:7]=2[C:6]1([CH3:29])[CH3:28])=[O:4].C(Cl)Cl.CO. The catalyst is CO. The product is [CH3:1][C:2]([CH3:31])([CH3:30])[C:3]([N:5]1[CH2:12][C:11]2[C:10]([NH:13][C:14](=[O:22])[C:15]3[CH:16]=[CH:17][C:18]([F:21])=[CH:19][CH:20]=3)=[N:9][NH:8][C:7]=2[C:6]1([CH3:29])[CH3:28])=[O:4]. The yield is 0.860. (4) The reactants are [Cl:1][C:2]1[N:3]([C@@H:17]2[O:23][C@H:22]([CH2:24][O:25]C(=O)C)[C@@H:20]([OH:21])[C@H:18]2[OH:19])[C:4]2[C:9]([C:10]=1[C:11](=[O:14])[CH2:12][CH3:13])=[CH:8][C:7]([Cl:15])=[C:6]([Cl:16])[CH:5]=2.C[O-].[Na+]. The catalyst is CO.CO.C(Cl)(Cl)Cl. The product is [Cl:1][C:2]1[N:3]([C@@H:17]2[O:23][C@H:22]([CH2:24][OH:25])[C@@H:20]([OH:21])[C@H:18]2[OH:19])[C:4]2[C:9]([C:10]=1[C:11](=[O:14])[CH2:12][CH3:13])=[CH:8][C:7]([Cl:15])=[C:6]([Cl:16])[CH:5]=2. The yield is 0.810. (5) The reactants are [Cl:1][C:2]1[CH:10]=[CH:9][C:5]([C:6](O)=[O:7])=[C:4]([NH:11][S:12]([C:15]2[CH:20]=[CH:19][C:18]([Cl:21])=[C:17]([C:22]([F:25])([F:24])[F:23])[CH:16]=2)(=[O:14])=[O:13])[CH:3]=1.C(=O)=O.Cl.[CH3:30][NH:31][O:32][CH3:33].O. The catalyst is C1COCC1.CCOC(C)=O. The product is [Cl:1][C:2]1[CH:10]=[CH:9][C:5]([C:6]([N:31]([O:32][CH3:33])[CH3:30])=[O:7])=[C:4]([NH:11][S:12]([C:15]2[CH:20]=[CH:19][C:18]([Cl:21])=[C:17]([C:22]([F:24])([F:25])[F:23])[CH:16]=2)(=[O:14])=[O:13])[CH:3]=1. The yield is 0.730. (6) The reactants are [Cl:1][C:2]1[CH:9]=[CH:8][C:5]([CH2:6][NH2:7])=[CH:4][CH:3]=1.F[C:11]1[CH:19]=[N:18][CH:17]=[CH:16][C:12]=1[C:13]([OH:15])=[O:14]. No catalyst specified. The product is [Cl:1][C:2]1[CH:9]=[CH:8][C:5]([CH2:6][NH:7][C:16]2[CH:17]=[N:18][CH:19]=[CH:11][C:12]=2[C:13]([OH:15])=[O:14])=[CH:4][CH:3]=1. The yield is 0.320.